From a dataset of CYP2C9 inhibition data for predicting drug metabolism from PubChem BioAssay. Regression/Classification. Given a drug SMILES string, predict its absorption, distribution, metabolism, or excretion properties. Task type varies by dataset: regression for continuous measurements (e.g., permeability, clearance, half-life) or binary classification for categorical outcomes (e.g., BBB penetration, CYP inhibition). Dataset: cyp2c9_veith. (1) The drug is COc1ccccc1CCNCc1cc2c(cc1[N+](=O)[O-])OCO2. The result is 0 (non-inhibitor). (2) The molecule is O=C(Nc1cccc(F)c1)N1CCC2(CC1)CCN(C(=O)c1csnn1)CC2. The result is 0 (non-inhibitor). (3) The compound is CN(C)CCN(Cc1ccc(Cl)cc1)c1ccccn1. The result is 0 (non-inhibitor). (4) The compound is Cc1cnc(CNc2ncnc3ccc(-c4ccc(N(C)C)cc4)cc23)cn1. The result is 0 (non-inhibitor). (5) The compound is Cc1occc1C(=O)NNC(=O)Cc1ccccc1. The result is 0 (non-inhibitor).